This data is from Catalyst prediction with 721,799 reactions and 888 catalyst types from USPTO. The task is: Predict which catalyst facilitates the given reaction. (1) Reactant: O=[C:2]1[CH2:8][CH2:7][CH2:6][N:5]([C:9]([O:11][CH2:12][CH3:13])=[O:10])[CH2:4][CH2:3]1.Cl.[CH3:15][N:16]1[CH:20]=[CH:19][N:18]=[C:17]1[CH:21]1[CH2:26][CH2:25][NH:24][CH2:23][CH2:22]1.C(O)(=O)C.C(O[BH-](OC(=O)C)OC(=O)C)(=O)C.[Na+]. Product: [NH3:5].[CH3:15][N:16]1[CH:20]=[CH:19][N:18]=[C:17]1[CH:21]1[CH2:26][CH2:25][N:24]([CH:2]2[CH2:8][CH2:7][CH2:6][N:5]([C:9]([O:11][CH2:12][CH3:13])=[O:10])[CH2:4][CH2:3]2)[CH2:23][CH2:22]1. The catalyst class is: 26. (2) Reactant: [N-:1]=[C:2]=S.C(Cl)(Cl)=S.NC(N)=S.[CH:12]1([N:18]=[C:19]=[N:20]C2CCCCC2)C[CH2:16][CH2:15][CH2:14][CH2:13]1.C([O-])(O)=O.[Na+]. Product: [NH2:20][C:19]1[NH:18][C:12]2[CH:13]=[CH:14][CH:15]=[CH:16][C:2]=2[N:1]=1. The catalyst class is: 410. (3) Reactant: [Cl:1][C:2]1[N:11]=[CH:10][CH:9]=[C:8]2[C:3]=1[CH:4]=[C:5]([C:23]1[CH:28]=[CH:27][CH:26]=[CH:25][CH:24]=1)[C:6]([C:12]1[CH:17]=[CH:16][C:15]([CH:18]3OCC[O:19]3)=[CH:14][CH:13]=1)=[N:7]2. Product: [Cl:1][C:2]1[N:11]=[CH:10][CH:9]=[C:8]2[C:3]=1[CH:4]=[C:5]([C:23]1[CH:24]=[CH:25][CH:26]=[CH:27][CH:28]=1)[C:6]([C:12]1[CH:17]=[CH:16][C:15]([CH:18]=[O:19])=[CH:14][CH:13]=1)=[N:7]2. The catalyst class is: 12. (4) Reactant: [Cl-].O[NH3+:3].[C:4](=[O:7])([O-])[OH:5].[Na+].CS(C)=O.[CH3:13][C:14]1[N:15]([CH2:39][C:40]2[CH:45]=[CH:44][CH:43]=[CH:42][N:41]=2)[C:16](=[O:38])[C:17]([CH2:23][C:24]2[CH:29]=[CH:28][C:27]([C:30]3[C:31]([C:36]#[N:37])=[CH:32][CH:33]=[CH:34][CH:35]=3)=[CH:26][CH:25]=2)=[C:18]([CH2:20][CH2:21][CH3:22])[N:19]=1. Product: [CH3:13][C:14]1[N:15]([CH2:39][C:40]2[CH:45]=[CH:44][CH:43]=[CH:42][N:41]=2)[C:16](=[O:38])[C:17]([CH2:23][C:24]2[CH:25]=[CH:26][C:27]([C:30]3[CH:35]=[CH:34][CH:33]=[CH:32][C:31]=3[C:36]3[NH:3][C:4](=[O:7])[O:5][N:37]=3)=[CH:28][CH:29]=2)=[C:18]([CH2:20][CH2:21][CH3:22])[N:19]=1. The catalyst class is: 13. (5) Reactant: [C:1]([O:4][C@H:5]1[CH2:22][CH2:21][C@@:20]2([CH3:23])[C@@H:7]([CH2:8][CH2:9][C@:10]3([CH3:35])[C@@H:19]2[CH2:18][CH2:17][C@H:16]2[C@@:11]3([CH3:34])[CH2:12][CH2:13][C@@:14]3([C:31](O)=[O:32])[CH2:26][CH2:25][C@@H:24]([C:27]4([CH3:30])[CH2:29][CH2:28]4)[C@@H:15]32)[C:6]1([CH3:37])[CH3:36])(=[O:3])[CH3:2].S(Cl)([Cl:40])=O. Product: [C:1]([O:4][C@H:5]1[CH2:22][CH2:21][C@@:20]2([CH3:23])[C@@H:7]([CH2:8][CH2:9][C@:10]3([CH3:35])[C@@H:19]2[CH2:18][CH2:17][C@H:16]2[C@@:11]3([CH3:34])[CH2:12][CH2:13][C@@:14]3([C:31]([Cl:40])=[O:32])[CH2:26][CH2:25][C@@H:24]([C:27]4([CH3:30])[CH2:29][CH2:28]4)[C@@H:15]32)[C:6]1([CH3:37])[CH3:36])(=[O:3])[CH3:2]. The catalyst class is: 11. (6) Reactant: Cl.[C:2]([Si:6]([CH3:17])([CH3:16])[O:7][CH2:8][CH2:9][CH:10]1[CH2:15][CH2:14][NH:13][CH2:12][CH2:11]1)([CH3:5])([CH3:4])[CH3:3].C(N(CC)C(C)C)(C)C.[CH3:27][C:28]([O:31][C:32]([N:34]1C(C2C=CC(C#N)=CC=2)O1)=[O:33])([CH3:30])[CH3:29]. Product: [C:28]([O:31][C:32](=[O:33])[NH:34][N:13]1[CH2:14][CH2:15][CH:10]([CH2:9][CH2:8][O:7][Si:6]([C:2]([CH3:3])([CH3:5])[CH3:4])([CH3:17])[CH3:16])[CH2:11][CH2:12]1)([CH3:30])([CH3:29])[CH3:27]. The catalyst class is: 4. (7) Reactant: [CH:1]1([Mg]Br)[CH2:3][CH2:2]1.C1(Br)CC1.[Mg].[NH2:11][C:12]([NH:14][CH2:15][CH2:16][C:17]1[CH:22]=[CH:21][C:20]([C:23]2[N:27]([C:28]3[CH:33]=[CH:32][C:31]([O:34][CH3:35])=[CH:30][CH:29]=3)[N:26]=[C:25]([C:36](N(OC)C)=[O:37])[CH:24]=2)=[CH:19][CH:18]=1)=[O:13]. Product: [CH:1]1([C:36]([C:25]2[CH:24]=[C:23]([C:20]3[CH:21]=[CH:22][C:17]([CH2:16][CH2:15][NH:14][C:12]([NH2:11])=[O:13])=[CH:18][CH:19]=3)[N:27]([C:28]3[CH:29]=[CH:30][C:31]([O:34][CH3:35])=[CH:32][CH:33]=3)[N:26]=2)=[O:37])[CH2:3][CH2:2]1. The catalyst class is: 1. (8) Reactant: [Br:1][C:2]1[CH:10]=[CH:9][CH:8]=[C:7]2[C:3]=1[CH:4]=[CH:5][NH:6]2.C([SiH](CC)CC)C.C(=O)([O-])O.[Na+]. Product: [Br:1][C:2]1[CH:10]=[CH:9][CH:8]=[C:7]2[C:3]=1[CH2:4][CH2:5][NH:6]2. The catalyst class is: 10.